This data is from Forward reaction prediction with 1.9M reactions from USPTO patents (1976-2016). The task is: Predict the product of the given reaction. (1) Given the reactants [OH-].[Li+].[CH2:3]([C:9]1[CH:10]=[C:11]2[C:16](=[CH:17][CH:18]=1)[C:15]([C:19]([O:21]C)=[O:20])=[CH:14][CH:13]=[CH:12]2)[CH2:4][CH2:5][CH2:6][CH2:7][CH3:8], predict the reaction product. The product is: [CH2:3]([C:9]1[CH:10]=[C:11]2[C:16](=[CH:17][CH:18]=1)[C:15]([C:19]([OH:21])=[O:20])=[CH:14][CH:13]=[CH:12]2)[CH2:4][CH2:5][CH2:6][CH2:7][CH3:8]. (2) Given the reactants [OH:1][C:2]1[C:11]2[C:6](=[N:7][C:8]([C:12]#[C:13][Si](C)(C)C)=[CH:9][CH:10]=2)[N:5]([CH3:18])[C:4](=[O:19])[C:3]=1[C:20]([NH:22][CH2:23][C:24]([OH:26])=[O:25])=[O:21].C(=O)([O-])[O-].[K+].[K+].Cl, predict the reaction product. The product is: [C:12]([C:8]1[N:7]=[C:6]2[C:11]([C:2]([OH:1])=[C:3]([C:20]([NH:22][CH2:23][C:24]([OH:26])=[O:25])=[O:21])[C:4](=[O:19])[N:5]2[CH3:18])=[CH:10][CH:9]=1)#[CH:13]. (3) Given the reactants [C:1]1([C:6]([CH2:8][C:9]#[N:10])=O)[S:5][CH:4]=[CH:3][CH:2]=1.Cl.[NH2:12][OH:13].C([O-])(=O)C.[Na+], predict the reaction product. The product is: [S:5]1[CH:4]=[CH:3][CH:2]=[C:1]1[C:6]1[CH:8]=[C:9]([NH2:10])[O:13][N:12]=1. (4) Given the reactants Cl.Cl.[F:3][CH:4]1[CH2:8][CH2:7][NH:6][CH2:5]1.Br[CH2:10][CH2:11][CH2:12][O:13][Si:14]([C:17]([CH3:20])([CH3:19])[CH3:18])([CH3:16])[CH3:15].C([O-])([O-])=O.[K+].[K+], predict the reaction product. The product is: [C:17]([Si:14]([CH3:16])([CH3:15])[O:13][CH2:12][CH2:11][CH2:10][N:6]1[CH2:7][CH2:8][CH:4]([F:3])[CH2:5]1)([CH3:20])([CH3:19])[CH3:18]. (5) Given the reactants C(N(CC)CC)C.[NH2:8][CH2:9][CH2:10][C:11]1[N:12]([CH3:25])[N:13]=[C:14]2[C:23]=1[C:22]1[CH2:21][CH2:20][CH2:19][CH2:18][C:17]=1[N:16]=[C:15]2[NH2:24].[N:26]1([C:32](Cl)=[O:33])[CH2:31][CH2:30][O:29][CH2:28][CH2:27]1, predict the reaction product. The product is: [NH2:24][C:15]1[C:14]2=[N:13][N:12]([CH3:25])[C:11]([CH2:10][CH2:9][NH:8][C:32]([N:26]3[CH2:31][CH2:30][O:29][CH2:28][CH2:27]3)=[O:33])=[C:23]2[C:22]2[CH2:21][CH2:20][CH2:19][CH2:18][C:17]=2[N:16]=1. (6) Given the reactants [CH:1]1([CH2:4][O:5][C:6]2[C:14]([C:15]3[CH:20]=[CH:19][C:18]([F:21])=[CH:17][CH:16]=3)=[CH:13][C:9]([C:10]([OH:12])=O)=[CH:8][N:7]=2)[CH2:3][CH2:2]1.CN(C(ON1N=NC2C=CC=CC1=2)=[N+](C)C)C.[B-](F)(F)(F)F.C(N(CC)C(C)C)(C)C.[NH2:53][CH2:54][C@H:55]1[CH2:60][CH2:59][CH2:58][CH2:57][C@H:56]1[OH:61], predict the reaction product. The product is: [CH:1]1([CH2:4][O:5][C:6]2[C:14]([C:15]3[CH:20]=[CH:19][C:18]([F:21])=[CH:17][CH:16]=3)=[CH:13][C:9]([C:10]([NH:53][CH2:54][C@@H:55]3[CH2:60][CH2:59][CH2:58][CH2:57][C@@H:56]3[OH:61])=[O:12])=[CH:8][N:7]=2)[CH2:2][CH2:3]1. (7) Given the reactants Br[C:2]1[CH:3]=[C:4]([C:36]2[CH:37]=[CH:38][C:39]([Cl:51])=[C:40]3[C:44]=2[N:43]([CH3:45])[N:42]=[C:41]3[NH:46][S:47]([CH3:50])(=[O:49])=[O:48])[C:5]([C@@H:8]([NH:18][C:19](=[O:35])[CH2:20][N:21]2[C:25]3[C:26]([F:31])([F:30])[C@@H:27]4[CH2:29][C@@H:28]4[C:24]=3[C:23]([CH:32]([F:34])[F:33])=[N:22]2)[CH2:9][C:10]2[CH:15]=[C:14]([F:16])[CH:13]=[C:12]([F:17])[CH:11]=2)=[N:6][CH:7]=1.[O:52]1[CH2:55][CH:54]([N:56]2[CH:60]=[C:59](B3OC(C)(C)C(C)(C)O3)[CH:58]=[N:57]2)[CH2:53]1.C([O-])([O-])=O.[K+].[K+], predict the reaction product. The product is: [Cl:51][C:39]1[CH:38]=[CH:37][C:36]([C:4]2[C:5]([C@@H:8]([NH:18][C:19](=[O:35])[CH2:20][N:21]3[C:25]4[C:26]([F:30])([F:31])[C@@H:27]5[CH2:29][C@@H:28]5[C:24]=4[C:23]([CH:32]([F:33])[F:34])=[N:22]3)[CH2:9][C:10]3[CH:15]=[C:14]([F:16])[CH:13]=[C:12]([F:17])[CH:11]=3)=[N:6][CH:7]=[C:2]([C:59]3[CH:58]=[N:57][N:56]([CH:54]4[CH2:55][O:52][CH2:53]4)[CH:60]=3)[CH:3]=2)=[C:44]2[C:40]=1[C:41]([NH:46][S:47]([CH3:50])(=[O:48])=[O:49])=[N:42][N:43]2[CH3:45]. (8) The product is: [F:19][C:20]([F:31])([F:30])[C@H:21]1[CH2:26][CH2:25][C@H:24]([C:27]([N:32]2[CH2:33][CH2:5][CH2:4][CH:3]2[CH2:6][O:7][C:8]2[C:9]([C:14]([O:16][CH2:17][CH3:18])=[O:15])=[N:10][CH:11]=[CH:12][CH:13]=2)=[O:28])[CH2:23][CH2:22]1. Given the reactants N1[CH2:5][CH2:4][CH:3]([CH2:6][O:7][C:8]2[C:9]([C:14]([O:16][CH2:17][CH3:18])=[O:15])=[N:10][CH:11]=[CH:12][CH:13]=2)C1.[F:19][C:20]([F:31])([F:30])[C@H:21]1[CH2:26][CH2:25][C@H:24]([C:27](O)=[O:28])[CH2:23][CH2:22]1.[NH:32]1C2C(=CC=CC=2)C=[C:33]1C(O)=O, predict the reaction product. (9) Given the reactants [OH:1][CH2:2][CH2:3][N:4]1[C:12]2[C:7](=[CH:8][CH:9]=[C:10]3[CH2:17][CH2:16][N:15]([C:18]([O:20][C:21]([CH3:24])([CH3:23])[CH3:22])=[O:19])[CH2:14][CH2:13][C:11]3=2)[CH:6]=[CH:5]1.[C:25]1(P([C:25]2[CH:30]=[CH:29][CH:28]=[CH:27][CH:26]=2)[C:25]2[CH:30]=[CH:29][CH:28]=[CH:27][CH:26]=2)[CH:30]=[CH:29][CH:28]=[CH:27][CH:26]=1.C1(O)C=CC=CC=1.N(C(OC(C)(C)C)=O)=NC(OC(C)(C)C)=O, predict the reaction product. The product is: [O:1]([CH2:2][CH2:3][N:4]1[C:12]2[C:7](=[CH:8][CH:9]=[C:10]3[CH2:17][CH2:16][N:15]([C:18]([O:20][C:21]([CH3:24])([CH3:23])[CH3:22])=[O:19])[CH2:14][CH2:13][C:11]3=2)[CH:6]=[CH:5]1)[C:25]1[CH:30]=[CH:29][CH:28]=[CH:27][CH:26]=1. (10) Given the reactants [NH2:1][C:2]1[C:7](NC(=O)OC)=[C:6]([NH2:13])[N:5]=[C:4]([N:14]2[C:22]3[C:17](=[N:18][CH:19]=[C:20]([F:23])[CH:21]=3)[C:16]([CH2:24][C:25]3[CH:30]=[CH:29][CH:28]=[CH:27][C:26]=3[F:31])=[N:15]2)[N:3]=1.C[Si]([N-:36][Si](C)(C)C)(C)C.[Na+].I[CH2:43][CH3:44].[C:45]([O:48][CH2:49]C)(=[O:47])C, predict the reaction product. The product is: [NH2:13][C:6]1[C:7]([CH2:44][CH2:43][NH:36][C:45](=[O:47])[O:48][CH3:49])=[C:2]([NH2:1])[N:3]=[C:4]([N:14]2[C:22]3[C:17](=[N:18][CH:19]=[C:20]([F:23])[CH:21]=3)[C:16]([CH2:24][C:25]3[CH:30]=[CH:29][CH:28]=[CH:27][C:26]=3[F:31])=[N:15]2)[N:5]=1.